This data is from Full USPTO retrosynthesis dataset with 1.9M reactions from patents (1976-2016). The task is: Predict the reactants needed to synthesize the given product. (1) Given the product [Br:20][C:21]1[N:22]=[CH:23][N:24]([C:2]2[N:3]=[C:4]([CH3:19])[CH:5]=[C:6]([C:8]3[CH:13]=[CH:12][C:11]([C:14]([F:17])([F:16])[F:15])=[C:10]([CH3:18])[CH:9]=3)[N:7]=2)[CH:25]=1, predict the reactants needed to synthesize it. The reactants are: Cl[C:2]1[N:7]=[C:6]([C:8]2[CH:13]=[CH:12][C:11]([C:14]([F:17])([F:16])[F:15])=[C:10]([CH3:18])[CH:9]=2)[CH:5]=[C:4]([CH3:19])[N:3]=1.[Br:20][C:21]1[N:22]=[CH:23][NH:24][CH:25]=1. (2) Given the product [CH2:1]([NH:3][C:4](=[O:32])[NH:5][C:6]1[N:11]=[CH:10][C:9]([C:12]2[CH:13]=[C:14]3[C:19](=[CH:20][CH:21]=2)[N:18]([CH2:22][CH2:23][O:24][CH3:25])[CH:17]=[C:16]([C:26]([OH:28])=[O:27])[C:15]3=[O:31])=[CH:8][CH:7]=1)[CH3:2], predict the reactants needed to synthesize it. The reactants are: [CH2:1]([NH:3][C:4](=[O:32])[NH:5][C:6]1[N:11]=[CH:10][C:9]([C:12]2[CH:13]=[C:14]3[C:19](=[CH:20][CH:21]=2)[N:18]([CH2:22][CH2:23][O:24][CH3:25])[CH:17]=[C:16]([C:26]([O:28]CC)=[O:27])[C:15]3=[O:31])=[CH:8][CH:7]=1)[CH3:2].[OH-].[Na+].C(O)C. (3) Given the product [F:1][C:2]1[C:3]([CH3:25])=[C:4]([C@:8]2([C:21]([O:23][CH3:24])=[O:22])[CH2:12][CH2:11][C:10]([C:34]3[CH:42]=[C:41]4[C:37]([CH:38]=[N:39][NH:40]4)=[CH:36][CH:35]=3)=[CH:9]2)[CH:5]=[CH:6][CH:7]=1, predict the reactants needed to synthesize it. The reactants are: [F:1][C:2]1[C:3]([CH3:25])=[C:4]([C@:8]2([C:21]([O:23][CH3:24])=[O:22])[CH2:12][CH2:11][C:10](OS(C(F)(F)F)(=O)=O)=[CH:9]2)[CH:5]=[CH:6][CH:7]=1.CC1(C)C(C)(C)OB([C:34]2[CH:42]=[C:41]3[C:37]([CH:38]=[N:39][NH:40]3)=[CH:36][CH:35]=2)O1. (4) Given the product [NH2:4][C:3]1[CH:5]=[CH:6][CH:7]=[CH:8][C:2]=1[C:1]([NH:11][C:12]1[CH:13]=[CH:14][C:15]([C:18]2([C:22]#[N:23])[CH2:21][CH2:20][CH2:19]2)=[CH:16][CH:17]=1)=[O:10], predict the reactants needed to synthesize it. The reactants are: [C:1]([OH:10])(=O)[C:2]1[C:3](=[CH:5][CH:6]=[CH:7][CH:8]=1)[NH2:4].[NH2:11][C:12]1[CH:17]=[CH:16][C:15]([C:18]2([C:22]#[N:23])[CH2:21][CH2:20][CH2:19]2)=[CH:14][CH:13]=1.CCN=C=NCCCN(C)C.C1C=CC2N(O)N=NC=2C=1. (5) Given the product [Cl:1][C:2]1[CH:10]=[CH:9][C:8]([C:11]([F:12])([F:13])[F:14])=[CH:7][C:3]=1[C:4]([O:6][CH3:15])=[O:5], predict the reactants needed to synthesize it. The reactants are: [Cl:1][C:2]1[CH:10]=[CH:9][C:8]([C:11]([F:14])([F:13])[F:12])=[CH:7][C:3]=1[C:4]([OH:6])=[O:5].[C:15]([O-])([O-])=O.[Na+].[Na+]. (6) Given the product [C:1]([O:5][C:6](=[O:7])[NH:8][CH2:9][CH2:10][CH2:11][CH2:12][C@H:13]([NH:17][C:18]([CH:20]1[CH2:24][CH2:23][CH2:22][CH2:21]1)=[O:19])[C:14](=[O:16])[CH:42]=[N+:40]=[N-:41])([CH3:2])([CH3:3])[CH3:4], predict the reactants needed to synthesize it. The reactants are: [C:1]([O:5][C:6]([NH:8][CH2:9][CH2:10][CH2:11][CH2:12][C@H:13]([NH:17][C:18]([CH:20]1[CH2:24][CH2:23][CH2:22][CH2:21]1)=[O:19])[C:14]([OH:16])=O)=[O:7])([CH3:4])([CH3:3])[CH3:2].ClC(OCC(C)C)=O.CN1CCOCC1.[N+:40](=[CH2:42])=[N-:41].